From a dataset of Full USPTO retrosynthesis dataset with 1.9M reactions from patents (1976-2016). Predict the reactants needed to synthesize the given product. Given the product [Cl:1][C:2]1[CH:3]=[C:4]2[C:8](=[CH:9][CH:10]=1)[NH:7][CH:6]=[C:5]2[CH2:11][N:12]1[C:20]([C:21]2[N:25]([CH3:26])[CH:24]=[C:23]([C:27]([NH:45][CH2:44][CH2:43][N:37]3[CH2:42][CH2:41][O:40][CH2:39][CH2:38]3)=[O:28])[CH:22]=2)=[C:19]2[C:14]([N:15]([CH2:33][CH:34]([CH3:35])[CH3:36])[C:16](=[O:32])[N:17]([CH3:31])[C:18]2=[O:30])=[N:13]1, predict the reactants needed to synthesize it. The reactants are: [Cl:1][C:2]1[CH:3]=[C:4]2[C:8](=[CH:9][CH:10]=1)[NH:7][CH:6]=[C:5]2[CH2:11][N:12]1[C:20]([C:21]2[N:25]([CH3:26])[CH:24]=[C:23]([C:27](O)=[O:28])[CH:22]=2)=[C:19]2[C:14]([N:15]([CH2:33][CH:34]([CH3:36])[CH3:35])[C:16](=[O:32])[N:17]([CH3:31])[C:18]2=[O:30])=[N:13]1.[N:37]1([CH2:43][CH2:44][NH2:45])[CH2:42][CH2:41][O:40][CH2:39][CH2:38]1.C(P(=O)(OCC)OCC)#N.